This data is from Full USPTO retrosynthesis dataset with 1.9M reactions from patents (1976-2016). The task is: Predict the reactants needed to synthesize the given product. (1) Given the product [CH:26]1([O:17][C:15]2[CH:14]=[CH:13][C:8]([C:9]([O:11][CH3:12])=[O:10])=[C:7]([NH:6][C:5]3[CH:4]=[CH:3][C:2]([F:1])=[CH:19][CH:18]=3)[CH:16]=2)[CH2:31][CH2:30][CH2:29][CH2:28][CH2:27]1, predict the reactants needed to synthesize it. The reactants are: [F:1][C:2]1[CH:19]=[CH:18][C:5]([NH:6][C:7]2[CH:16]=[C:15]([OH:17])[CH:14]=[CH:13][C:8]=2[C:9]([O:11][CH3:12])=[O:10])=[CH:4][CH:3]=1.C(=O)([O-])[O-].[K+].[K+].[CH:26]1(Br)[CH2:31][CH2:30][CH2:29][CH2:28][CH2:27]1.Cl. (2) Given the product [Br:8][C:6]1[CH:5]=[C:4]([Si:9]([C:22]2[CH:27]=[CH:26][CH:25]=[CH:24][CH:23]=2)([C:16]2[CH:21]=[CH:20][CH:19]=[CH:18][CH:17]=2)[C:10]2[CH:15]=[CH:14][CH:13]=[CH:12][CH:11]=2)[CH:3]=[C:2]([C:47]2[CH:48]=[CH:49][C:50]3[C:51]4[C:38](=[CH:37][CH:36]=[CH:53][CH:52]=4)[C:39]4[C:44](=[CH:43][CH:42]=[CH:41][CH:40]=4)[C:45]=3[CH:46]=2)[CH:7]=1, predict the reactants needed to synthesize it. The reactants are: Br[C:2]1[CH:3]=[C:4]([Si:9]([C:22]2[CH:27]=[CH:26][CH:25]=[CH:24][CH:23]=2)([C:16]2[CH:21]=[CH:20][CH:19]=[CH:18][CH:17]=2)[C:10]2[CH:15]=[CH:14][CH:13]=[CH:12][CH:11]=2)[CH:5]=[C:6]([Br:8])[CH:7]=1.CC1(C)C(C)(C)OB([C:36]2[CH:53]=[CH:52][C:51]3[C:50]4[C:45](=[CH:46][CH:47]=[CH:48][CH:49]=4)[C:44]4[C:39](=[CH:40][CH:41]=[CH:42][CH:43]=4)[C:38]=3[CH:37]=2)O1.C([O-])([O-])=O.[K+].[K+]. (3) Given the product [Cl:1][C:2]1[CH:3]=[C:4]([C:12]2[O:16][N:15]=[C:14]([C:17]3[CH:18]=[CH:19][C:20]4[CH:26]([CH2:27][CH2:28][C:29]([NH2:48])=[O:31])[NH:25][CH2:24][CH2:23][CH2:22][C:21]=4[CH:40]=3)[N:13]=2)[CH:5]=[CH:6][C:7]=1[O:8][CH:9]([CH3:11])[CH3:10], predict the reactants needed to synthesize it. The reactants are: [Cl:1][C:2]1[CH:3]=[C:4]([C:12]2[O:16][N:15]=[C:14]([C:17]3[CH:18]=[CH:19][C:20]4[CH:26]([CH2:27][CH2:28][C:29]([O:31]C)=O)[N:25](C(OC(C)(C)C)=O)[CH2:24][CH2:23][CH2:22][C:21]=4[CH:40]=3)[N:13]=2)[CH:5]=[CH:6][C:7]=1[O:8][CH:9]([CH3:11])[CH3:10].FC(F)(F)C(O)=O.[NH3:48]. (4) The reactants are: [N:1]([CH2:4][C:5]1[N:6]=[C:7]([N:10]2[CH2:13][CH:12]([O:14][Si:15]([C:28]([CH3:31])([CH3:30])[CH3:29])([C:22]3[CH:27]=[CH:26][CH:25]=[CH:24][CH:23]=3)[C:16]3[CH:21]=[CH:20][CH:19]=[CH:18][CH:17]=3)[CH2:11]2)[S:8][CH:9]=1)=[N+]=[N-].[O:32]1[CH:36]=[CH:35][CH:34]=[C:33]1[C:37](Cl)=[O:38].C(N(CC)CC)C. Given the product [Si:15]([O:14][CH:12]1[CH2:13][N:10]([C:7]2[S:8][CH:9]=[C:5]([CH2:4][NH:1][C:37]([C:33]3[O:32][CH:36]=[CH:35][CH:34]=3)=[O:38])[N:6]=2)[CH2:11]1)([C:28]([CH3:31])([CH3:30])[CH3:29])([C:22]1[CH:27]=[CH:26][CH:25]=[CH:24][CH:23]=1)[C:16]1[CH:21]=[CH:20][CH:19]=[CH:18][CH:17]=1, predict the reactants needed to synthesize it. (5) Given the product [Cl:1][C:2]1[CH:7]=[CH:6][C:5]([S:8]([NH:11][C:15]2[C:16]([CH:22]3[C:30]4[C:25](=[CH:26][CH:27]=[CH:28][C:29]=4[Cl:31])[C:24](=[O:32])[O:23]3)=[N:17][CH:18]=[C:19]([Cl:21])[CH:20]=2)(=[O:9])=[O:10])=[CH:4][C:3]=1[C:33]([F:36])([F:35])[F:34], predict the reactants needed to synthesize it. The reactants are: [Cl:1][C:2]1[CH:7]=[CH:6][C:5]([S:8]([N:11]([C:15]2[C:16]([CH:22]3[C:30]4[C:25](=[CH:26][CH:27]=[CH:28][C:29]=4[Cl:31])[C:24](=[O:32])[O:23]3)=[N:17][CH:18]=[C:19]([Cl:21])[CH:20]=2)COC)(=[O:10])=[O:9])=[CH:4][C:3]=1[C:33]([F:36])([F:35])[F:34].O.